This data is from Catalyst prediction with 721,799 reactions and 888 catalyst types from USPTO. The task is: Predict which catalyst facilitates the given reaction. (1) Reactant: [CH2:1]([N:8]([O:18][CH:19]1[CH2:24][CH2:23][CH2:22][CH2:21][O:20]1)[C:9]([C:11]1[CH:16]=[C:15](Br)[CH:14]=[CH:13][N:12]=1)=[O:10])[C:2]1[CH:7]=[CH:6][CH:5]=[CH:4][CH:3]=1.[N-:25]=[N+:26]=[N-:27].[Na+]. Product: [CH2:1]([N:8]([O:18][CH:19]1[CH2:24][CH2:23][CH2:22][CH2:21][O:20]1)[C:9]([C:11]1[CH:16]=[C:15]([N:25]=[N+:26]=[N-:27])[CH:14]=[CH:13][N:12]=1)=[O:10])[C:2]1[CH:7]=[CH:6][CH:5]=[CH:4][CH:3]=1. The catalyst class is: 255. (2) Reactant: C([BH3-])#N.[Na+].[OH:5][C:6]1[CH:7]=[C:8]2[C:12](=[CH:13][CH:14]=1)[NH:11][CH:10]=[CH:9]2.[OH-].[Na+]. Product: [NH:11]1[C:12]2[C:8](=[CH:7][C:6]([OH:5])=[CH:14][CH:13]=2)[CH2:9][CH2:10]1. The catalyst class is: 15. (3) Reactant: [Cl:1][C:2]1[CH:10]=[CH:9][C:5]([C:6]([OH:8])=O)=[CH:4][N:3]=1.Cl.C(N=C=NCCCN(C)C)C.OC1C2N=NNC=2C=CC=1.C(N(CC)CC)C.[F:40][C:41]1[CH:46]=[CH:45][C:44]([NH2:47])=[C:43]([NH2:48])[CH:42]=1. Product: [NH2:48][C:43]1[CH:42]=[C:41]([F:40])[CH:46]=[CH:45][C:44]=1[NH:47][C:6](=[O:8])[C:5]1[CH:9]=[CH:10][C:2]([Cl:1])=[N:3][CH:4]=1. The catalyst class is: 650. (4) Reactant: [CH2:1]([O:8][C:9](=[O:36])[C@@H:10](N)[CH2:11]C1C=CC(N2CC(=O)N(CC3C=CC(OC)=CC=3)S2(=O)=O)=CC=1)[C:2]1[CH:7]=[CH:6][CH:5]=[CH:4][CH:3]=1.C(N[C@@H](CC1C=CC=CC=1)C(O)=O)(=O)C.C1C=CC2N(O)N=NC=2C=1.CCN=C=NCCCN(C)C. Product: [CH2:1]([O:8][C:9](=[O:36])[CH2:10][CH3:11])[C:2]1[CH:7]=[CH:6][CH:5]=[CH:4][CH:3]=1. The catalyst class is: 91. (5) Reactant: [CH3:1][N:2]1[C:7](=[O:8])[C:6]2[CH:9]=[N:10][C:11]3[N:15]([CH2:16][O:17][CH2:18][CH2:19][Si:20]([CH3:23])([CH3:22])[CH3:21])[CH:14]=[CH:13][C:12]=3[C:5]=2[N:4]([C@H:24]2[CH2:29][CH2:28][C@H:27]([CH2:30][NH:31][CH3:32])[CH2:26][CH2:25]2)[CH2:3]1.C(N(CC)C(C)C)(C)C.[CH3:42][S:43](Cl)(=[O:45])=[O:44].[Cl-].[NH4+]. Product: [CH3:32][N:31]([CH2:30][C@H:27]1[CH2:28][CH2:29][C@H:24]([N:4]2[C:5]3[C:12]4[CH:13]=[CH:14][N:15]([CH2:16][O:17][CH2:18][CH2:19][Si:20]([CH3:23])([CH3:21])[CH3:22])[C:11]=4[N:10]=[CH:9][C:6]=3[C:7](=[O:8])[N:2]([CH3:1])[CH2:3]2)[CH2:25][CH2:26]1)[S:43]([CH3:42])(=[O:45])=[O:44]. The catalyst class is: 4.